This data is from Retrosynthesis with 50K atom-mapped reactions and 10 reaction types from USPTO. The task is: Predict the reactants needed to synthesize the given product. (1) Given the product O=C(O)CCC(=O)c1c(-c2ccccc2)nn2ccccc12, predict the reactants needed to synthesize it. The reactants are: O=C(O)/C=C/C(=O)c1c(-c2ccccc2)nn2ccccc12. (2) Given the product CCS(=O)(=O)N1CC[C@H](N(Cc2ccccc2Cl)c2ccc(C#N)c(Cl)c2)C1, predict the reactants needed to synthesize it. The reactants are: CCS(=O)(=O)Cl.N#Cc1ccc(N(Cc2ccccc2Cl)[C@H]2CCNC2)cc1Cl.